This data is from Full USPTO retrosynthesis dataset with 1.9M reactions from patents (1976-2016). The task is: Predict the reactants needed to synthesize the given product. (1) The reactants are: [CH3:1][CH:2]1[CH2:7][NH:6][C:5]2[CH:8]=[CH:9][C:10]([N+:12]([O-:14])=[O:13])=[CH:11][C:4]=2[O:3]1.C=O.[BH3-][C:18]#N.[Na+]. Given the product [CH3:1][CH:2]1[CH2:7][N:6]([CH3:18])[C:5]2[CH:8]=[CH:9][C:10]([N+:12]([O-:14])=[O:13])=[CH:11][C:4]=2[O:3]1, predict the reactants needed to synthesize it. (2) Given the product [OH:1][CH:2]([C:6]1[CH:7]=[CH:8][C:9]([C:12]2[N:16]=[C:15]([C:17]3[O:21][N:20]=[C:19]([C:22]4[CH:27]=[CH:26][CH:25]=[CH:24][CH:23]=4)[C:18]=3[C:28]([F:31])([F:29])[F:30])[O:14][N:13]=2)=[CH:10][CH:11]=1)[C:3]([NH:33][C@H:34]1[CH2:38][CH2:37][O:36][CH2:35]1)=[O:4], predict the reactants needed to synthesize it. The reactants are: [OH:1][CH:2]([C:6]1[CH:11]=[CH:10][C:9]([C:12]2[N:16]=[C:15]([C:17]3[O:21][N:20]=[C:19]([C:22]4[CH:27]=[CH:26][CH:25]=[CH:24][CH:23]=4)[C:18]=3[C:28]([F:31])([F:30])[F:29])[O:14][N:13]=2)=[CH:8][CH:7]=1)[C:3](O)=[O:4].C[N:33]1[CH2:38][CH2:37][O:36][CH2:35][CH2:34]1.Cl.O1CC[C@H](N)C1.F[P-](F)(F)(F)(F)F.N1(O[P+](N(C)C)(N(C)C)N(C)C)C2C=CC=CC=2N=N1. (3) The reactants are: CCN(C(C)C)C(C)C.[C:10](N1C=CN=C1)(N1C=CN=C1)=[O:11].Cl.[NH2:23][CH2:24][CH:25]1[CH2:30][CH2:29][CH:28]([C:31]([N:33]2[CH2:42][C:41]3[CH:40]=[N:39][N:38]([CH3:43])[C:37]=3[NH:36][C:35]3[CH:44]=[C:45]([CH3:48])[CH:46]=[CH:47][C:34]2=3)=[O:32])[CH2:27][CH2:26]1.Cl.Cl.[CH3:51][C:52]([CH3:62])([CH3:61])[CH2:53][CH2:54][N:55]1[CH2:60][CH2:59][NH:58][CH2:57][CH2:56]1. Given the product [CH3:43][N:38]1[C:37]2[NH:36][C:35]3[CH:44]=[C:45]([CH3:48])[CH:46]=[CH:47][C:34]=3[N:33]([C:31]([CH:28]3[CH2:29][CH2:30][CH:25]([CH2:24][NH:23][C:10]([N:58]4[CH2:57][CH2:56][N:55]([CH2:54][CH2:53][C:52]([CH3:62])([CH3:61])[CH3:51])[CH2:60][CH2:59]4)=[O:11])[CH2:26][CH2:27]3)=[O:32])[CH2:42][C:41]=2[CH:40]=[N:39]1, predict the reactants needed to synthesize it. (4) Given the product [C:19]([O:18][C:14](=[O:17])[CH2:15][CH2:16][N:1]1[CH2:6][CH2:5][O:4][CH:3]([C:7]2[CH:12]=[CH:11][C:10]([OH:13])=[CH:9][CH:8]=2)[CH2:2]1)([CH3:22])([CH3:21])[CH3:20], predict the reactants needed to synthesize it. The reactants are: [NH:1]1[CH2:6][CH2:5][O:4][CH:3]([C:7]2[CH:12]=[CH:11][C:10]([OH:13])=[CH:9][CH:8]=2)[CH2:2]1.[C:14]([O:18][C:19]([CH3:22])([CH3:21])[CH3:20])(=[O:17])[CH:15]=[CH2:16]. (5) Given the product [ClH:1].[NH2:2][CH2:3][C:4]1[CH:5]=[C:6]([CH:10]2[CH2:11][CH2:12][N:13]([C:16](=[O:27])/[CH:17]=[CH:18]\[C:19]3[CH:24]=[CH:23][C:22]([OH:25])=[C:21]([OH:26])[CH:20]=3)[CH2:14][CH2:15]2)[CH:7]=[CH:8][CH:9]=1, predict the reactants needed to synthesize it. The reactants are: [ClH:1].[NH2:2][CH2:3][C:4]1[CH:5]=[C:6]([CH:10]2[CH2:15][CH2:14][N:13]([C:16](=[O:27])/[CH:17]=[CH:18]/[C:19]3[CH:24]=[CH:23][C:22]([OH:25])=[C:21]([OH:26])[CH:20]=3)[CH2:12][CH2:11]2)[CH:7]=[CH:8][CH:9]=1. (6) The reactants are: [CH2:1]([N:8]1[CH2:13][CH2:12][CH2:11][CH2:10][CH:9]1[CH2:14][OH:15])[C:2]1[CH:7]=[CH:6][CH:5]=[CH:4][CH:3]=1.[CH3:16][S:17](Cl)(=[O:19])=[O:18].C(N(CC)CC)C.O. Given the product [CH3:16][S:17]([O:15][CH2:14][CH:9]1[CH2:10][CH2:11][CH2:12][CH2:13][N:8]1[CH2:1][C:2]1[CH:7]=[CH:6][CH:5]=[CH:4][CH:3]=1)(=[O:19])=[O:18], predict the reactants needed to synthesize it. (7) The reactants are: [F:1][C:2]1[CH:9]=[C:8]([OH:10])[CH:7]=[CH:6][C:3]=1[C:4]#[N:5].C(=O)([O-])[O-].[K+].[K+].[CH2:17](Br)[C:18]1[CH:23]=[CH:22][CH:21]=[CH:20][CH:19]=1.[I-].[K+]. Given the product [CH2:17]([O:10][C:8]1[CH:7]=[CH:6][C:3]([C:4]#[N:5])=[C:2]([F:1])[CH:9]=1)[C:18]1[CH:23]=[CH:22][CH:21]=[CH:20][CH:19]=1, predict the reactants needed to synthesize it.